Dataset: Catalyst prediction with 721,799 reactions and 888 catalyst types from USPTO. Task: Predict which catalyst facilitates the given reaction. (1) Reactant: [N+:1]([C:4]1[C:9]([OH:10])=[CH:8][CH:7]=[CH:6][C:5]=1[OH:11])([O-:3])=[O:2].[Cl-].[Al+3].[Cl-].[Cl-].[C:16](OC(=O)C)(=[O:18])[CH3:17]. Product: [OH:10][C:9]1[C:4]([N+:1]([O-:3])=[O:2])=[C:5]([OH:11])[CH:6]=[CH:7][C:8]=1[C:16](=[O:18])[CH3:17]. The catalyst class is: 641. (2) Reactant: [N:1]1([C:8]2[CH:13]=[CH:12][C:11]([N:14]3[CH:23]=[CH:22][C:21]4[C:16](=[CH:17][CH:18]=[C:19]([O:24][CH2:25][C@@H:26]5[CH2:30][CH2:29][CH2:28][O:27]5)[CH:20]=4)[C:15]3=[O:31])=[CH:10][C:9]=2[O:32][CH3:33])[CH2:7][CH2:6][CH2:5][NH:4][CH2:3][CH2:2]1.Br[CH2:35][CH2:36][CH2:37][F:38].[C:39](=O)([O-:41])[O-:40].[Cs+].[Cs+]. Product: [F:38][CH2:37][CH2:36][CH2:35][O:41][C:39]([N:4]1[CH2:5][CH2:6][CH2:7][N:1]([C:8]2[CH:13]=[CH:12][C:11]([N:14]3[CH:23]=[CH:22][C:21]4[C:16](=[CH:17][CH:18]=[C:19]([O:24][CH2:25][C@@H:26]5[CH2:30][CH2:29][CH2:28][O:27]5)[CH:20]=4)[C:15]3=[O:31])=[CH:10][C:9]=2[O:32][CH3:33])[CH2:2][CH2:3]1)=[O:40]. The catalyst class is: 3. (3) Reactant: [C:1]([N:8]1[CH2:15][C:14]([F:17])([F:16])[CH2:13][C@H:9]1[C:10]([OH:12])=[O:11])([O:3][C:4]([CH3:7])(C)C)=[O:2].C(O)(C(F)(F)F)=O.C(Cl)Cl.C(Cl)(OCC1[C:44]2[C:39](=[CH:40][CH:41]=[CH:42][CH:43]=2)[C:38]2[C:33]1=[CH:34][CH:35]=[CH:36][CH:37]=2)=O. Product: [C:1]([N:8]1[CH2:15][C:14]([F:16])([F:17])[CH2:13][C@H:9]1[C:10]([OH:12])=[O:11])([O:3][CH2:4][CH:7]1[C:37]2[C:38](=[CH:33][CH:34]=[CH:35][CH:36]=2)[C:39]2[C:44]1=[CH:43][CH:42]=[CH:41][CH:40]=2)=[O:2]. The catalyst class is: 38. (4) Reactant: CN(C)C=O.[NH:6]1[CH2:11][CH2:10][CH:9]([CH2:12][CH2:13][CH2:14][O:15][C:16]2[CH:23]=[CH:22][C:19]([C:20]#[N:21])=[CH:18][CH:17]=2)[CH2:8][CH2:7]1.C(=O)([O-])[O-].[K+].[K+].Br[CH2:31][CH2:32][CH2:33][OH:34]. Product: [OH:34][CH2:33][CH2:32][CH2:31][N:6]1[CH2:11][CH2:10][CH:9]([CH2:12][CH2:13][CH2:14][O:15][C:16]2[CH:17]=[CH:18][C:19]([C:20]#[N:21])=[CH:22][CH:23]=2)[CH2:8][CH2:7]1. The catalyst class is: 408.